From a dataset of Clinical trial toxicity outcomes and FDA approval status for drugs. Regression/Classification. Given a drug SMILES string, predict its toxicity properties. Task type varies by dataset: regression for continuous values (e.g., LD50, hERG inhibition percentage) or binary classification for toxic/non-toxic outcomes (e.g., AMES mutagenicity, cardiotoxicity, hepatotoxicity). Dataset: clintox. (1) The molecule is Nc1ccc(S(=O)(=O)[N-]c2ccnn2-c2ccccc2)cc1. The result is 0 (passed clinical trial). (2) The molecule is C=C(CC)C(=O)c1ccc(OCC(=O)[O-])c(Cl)c1Cl. The result is 0 (passed clinical trial). (3) The drug is C[NH+](C)CCCC1(c2ccc(F)cc2)OCc2cc(C#N)ccc21. The result is 0 (passed clinical trial). (4) The drug is CC(C)COCC(CN(Cc1ccccc1)c1ccccc1)[NH+]1CCCC1. The result is 0 (passed clinical trial). (5) The drug is Clc1ccc(C(Cn2ccnc2)OCc2ccsc2Cl)c(Cl)c1. The result is 0 (passed clinical trial). (6) The molecule is C[C@@H]1C[C@H]2[C@@H]3C[C@H](F)C4=CC(=O)C=C[C@]4(C)[C@@]3(F)[C@@H](O)C[C@]2(C)[C@@]1(O)C(=O)COC(=O)C(C)(C)C. The result is 0 (passed clinical trial). (7) The molecule is CCCCCC(=O)O[C@]1(C(C)=O)CC[C@H]2[C@@H]3CCC4=CC(=O)CC[C@]4(C)[C@H]3CC[C@@]21C. The result is 0 (passed clinical trial). (8) The compound is C[C@@H](/C=C/[C@@H](C)[C@H]1CC[C@H]2/C(=C/C=C3C[C@@H](O)C[C@H](O)C3)CCC[C@@]21C)C(C)(C)O. The result is 0 (passed clinical trial). (9) The compound is COc1cc(Cc2cnc(N)nc2N)cc(OC)c1OC. The result is 0 (passed clinical trial).